From a dataset of Experimentally validated miRNA-target interactions with 360,000+ pairs, plus equal number of negative samples. Binary Classification. Given a miRNA mature sequence and a target amino acid sequence, predict their likelihood of interaction. (1) The miRNA is hsa-miR-4758-5p with sequence GUGAGUGGGAGCCGGUGGGGCUG. The protein sequence of the target gene is MRAAYLFLLFLPAGLLAQGQYDLDPLPPFPDHVQYTHYSDQIDNPDYYDYQEVTPRPSEEQFQFQSQQQVQQEVIPAPTPEPGNAELEPTEPGPLDCREEQYPCTRLYSIHRPCKQCLNEVCFYSLRRVYVINKEICVRTVCAHEELLRADLCRDKFSKCGVMASSGLCQSVAASCARSCGSC. Result: 0 (no interaction). (2) The miRNA is hsa-miR-7853-5p with sequence UCAAAUGCAGAUCCUGACUUC. The protein sequence of the target gene is MEVSRRKAPPRPPRPAAPLPLLAYLLALAAPGRGADEPVWRSEQAIGAIAASQEDGVFVASGSCLDQLDYSLEHSLSRLYRDQAGNCTEPVSLAPPARPRPGSSFSKLLLPYREGAAGLGGLLLTGWTFDRGACEVRPLGNLSRNSLRNGTEVVSCHPQGSTAGVVYRAGRNNRWYLAVAATYVLPEPETASRCNPAASDHDTAIALKDTEGRSLATQELGRLKLCEGAGSLHFVDAFLWNGSIYFPYYPYNYTSGAATGWPSMARIAQSTEVLFQGQASLDCGHGHPDGRRLLLSSSLV.... Result: 1 (interaction). (3) The miRNA is hsa-miR-6762-5p with sequence CGGGGCCAUGGAGCAGCCUGUGU. The protein sequence of the target gene is MWLKVGGLLRGTGGQLGQTVGWPCGALGPGPHRWGPCGGSWAQKFYQDGPGRGLGEEDIRRAREARPRKTPRPQLSDRSRERKVPASRISRLANFGGLAVGLGLGVLAEMAKKSMPGGRLQSEGGSGLDSSPFLSEANAERIVQTLCTVRGAALKVGQMLSIQDNSFISPQLQHIFERVRQSADFMPRWQMLRVLEEELGRDWQAKVASLEEVPFAAASIGQVHQGLLRDGTEVAVKIQYPGIAQSIQSDVQNLLAVLKMSAALPAGLFAEQSLQALQQELAWECDYRREAACAQNFRQL.... Result: 0 (no interaction).